This data is from Full USPTO retrosynthesis dataset with 1.9M reactions from patents (1976-2016). The task is: Predict the reactants needed to synthesize the given product. (1) Given the product [CH3:15][C:12]1[CH:11]=[CH:10][C:9]2[N:8]([CH:16]=[CH:17][C:18]3[CH:23]=[CH:22][N:21]=[CH:20][CH:19]=3)[C:7]3[CH2:24][CH2:25][NH:4][CH2:5][C:6]=3[C:14]=2[CH:13]=1, predict the reactants needed to synthesize it. The reactants are: C([N:4]1[CH2:25][CH2:24][C:7]2[N:8]([CH:16]=[CH:17][C:18]3[CH:23]=[CH:22][N:21]=[CH:20][CH:19]=3)[C:9]3[CH:10]=[CH:11][C:12]([CH3:15])=[CH:13][C:14]=3[C:6]=2[CH2:5]1)C=C.CN1C(=O)CC(=O)N(C)C1=O. (2) Given the product [N:11]1[CH:10]=[CH:9][N:7]2[CH:8]=[C:3]([C:28]3[CH:29]=[N:30][N:31]([CH:33]4[CH2:34][CH2:35][N:36]([C:39]([O:41][C:42]([CH3:45])([CH3:44])[CH3:43])=[O:40])[CH2:37][CH2:38]4)[CH:32]=3)[CH:4]=[CH:5][C:6]=12, predict the reactants needed to synthesize it. The reactants are: Cl.I[C:3]1[CH:4]=[CH:5][C:6]2[N:7]([CH:9]=[CH:10][N:11]=2)[CH:8]=1.COCCOC.[OH-].[Na+].CC1(C)C(C)(C)OB([C:28]2[CH:29]=[N:30][N:31]([CH:33]3[CH2:38][CH2:37][N:36]([C:39]([O:41][C:42]([CH3:45])([CH3:44])[CH3:43])=[O:40])[CH2:35][CH2:34]3)[CH:32]=2)O1. (3) The reactants are: [Cl:1][C:2]1[CH:7]=[CH:6][C:5]([CH2:8][CH2:9][NH2:10])=[CH:4][CH:3]=1.[NH:11]1[C:19]2[C:14](=[CH:15][C:16]([C:20](O)=[O:21])=[CH:17][CH:18]=2)[CH:13]=[CH:12]1.CCN(C(C)C)C(C)C.CN(C(ON1N=NC2C=CC=CC1=2)=[N+](C)C)C.F[P-](F)(F)(F)(F)F. Given the product [Cl:1][C:2]1[CH:7]=[CH:6][C:5]([CH2:8][CH2:9][NH:10][C:20]([C:16]2[CH:15]=[C:14]3[C:19](=[CH:18][CH:17]=2)[NH:11][CH:12]=[CH:13]3)=[O:21])=[CH:4][CH:3]=1, predict the reactants needed to synthesize it. (4) Given the product [CH3:19][O:20][N:21]([CH3:22])[C:16](=[O:17])[CH2:6][N:8]1[CH2:9][CH2:10][NH:11][CH2:12][CH2:13]1, predict the reactants needed to synthesize it. The reactants are: C(O[C:6]([N:8]1[CH2:13][CH2:12][NH:11][CH2:10][CH2:9]1)=O)(C)(C)C.ClC[C:16](Cl)=[O:17].[CH3:19][O:20][NH:21][CH3:22].